This data is from Full USPTO retrosynthesis dataset with 1.9M reactions from patents (1976-2016). The task is: Predict the reactants needed to synthesize the given product. (1) Given the product [C:16](=[O:17])([O:18][C:19]1[CH:20]=[CH:8][C:2]([I:1])=[CH:3][C:4]=1[CH2:5][CH2:22][Cl:24])[NH2:9], predict the reactants needed to synthesize it. The reactants are: [I:1][C:2]1[CH:8]=C[C:5](N)=[CH:4][CH:3]=1.[N:9]1C=CC=CC=1.Cl[C:16]([O:18][CH2:19][CH2:20]Cl)=[O:17].[CH2:22]([Cl:24])Cl. (2) The reactants are: C1CCN2C(=NCCC2)CC1.[CH2:12]([N:16]1[C:20]([C:21](SC)=[O:22])=[C:19]([CH:25]=O)[N:18]=[C:17]1[N:27]1[CH2:32][CH2:31][N:30]([C:33]([O:35][C:36]([CH3:39])([CH3:38])[CH3:37])=[O:34])[CH2:29][CH2:28]1)[C:13]#[C:14][CH3:15].[CH2:40]([O:47][C:48]([NH:50][CH:51](P(OC)(OC)=O)[C:52]([O:54][CH3:55])=[O:53])=[O:49])[C:41]1[CH:46]=[CH:45][CH:44]=[CH:43][CH:42]=1. Given the product [CH3:55][O:54][C:52]([C:51]1[N:50]([C:48]([O:47][CH2:40][C:41]2[CH:42]=[CH:43][CH:44]=[CH:45][CH:46]=2)=[O:49])[C:21](=[O:22])[C:20]2[N:16]([CH2:12][C:13]#[C:14][CH3:15])[C:17]([N:27]3[CH2:32][CH2:31][N:30]([C:33]([O:35][C:36]([CH3:39])([CH3:37])[CH3:38])=[O:34])[CH2:29][CH2:28]3)=[N:18][C:19]=2[CH:25]=1)=[O:53], predict the reactants needed to synthesize it.